Dataset: Peptide-MHC class I binding affinity with 185,985 pairs from IEDB/IMGT. Task: Regression. Given a peptide amino acid sequence and an MHC pseudo amino acid sequence, predict their binding affinity value. This is MHC class I binding data. (1) The peptide sequence is SSGFYFEIAR. The MHC is HLA-A33:01 with pseudo-sequence HLA-A33:01. The binding affinity (normalized) is 0.521. (2) The peptide sequence is PLMGGAYIAFPTSCHMFI. The MHC is HLA-B15:01 with pseudo-sequence HLA-B15:01. The binding affinity (normalized) is 0.0253. (3) The peptide sequence is RALLLYVNI. The MHC is H-2-Kb with pseudo-sequence H-2-Kb. The binding affinity (normalized) is 0.202. (4) The peptide sequence is GGNYPVQQI. The MHC is Mamu-B3901 with pseudo-sequence Mamu-B3901. The binding affinity (normalized) is 0.348. (5) The peptide sequence is SQGRGWFLL. The MHC is HLA-A02:01 with pseudo-sequence HLA-A02:01. The binding affinity (normalized) is 0.478. (6) The peptide sequence is STTVKAACWW. The MHC is HLA-A03:01 with pseudo-sequence HLA-A03:01. The binding affinity (normalized) is 0. (7) The peptide sequence is ASSEPHCAL. The MHC is HLA-B39:01 with pseudo-sequence HLA-B39:01. The binding affinity (normalized) is 0.356.